This data is from Full USPTO retrosynthesis dataset with 1.9M reactions from patents (1976-2016). The task is: Predict the reactants needed to synthesize the given product. (1) Given the product [F:14][C:15]1[C:16]([C:34]([NH:1][CH2:2][C:3]([OH:7])([C:8]2[CH:13]=[CH:12][CH:11]=[CH:10][CH:9]=2)[CH2:4][CH2:5][CH3:6])=[O:35])=[N:17][CH:18]=[CH:19][C:20]=1[S:21][C:22]1[S:26][C:25]([NH:27][C:28]2[CH:33]=[CH:32][CH:31]=[CH:30][N:29]=2)=[N:24][CH:23]=1, predict the reactants needed to synthesize it. The reactants are: [NH2:1][CH2:2][C:3]([C:8]1[CH:13]=[CH:12][CH:11]=[CH:10][CH:9]=1)([OH:7])[CH2:4][CH2:5][CH3:6].[F:14][C:15]1[C:16]([C:34](O)=[O:35])=[N:17][CH:18]=[CH:19][C:20]=1[S:21][C:22]1[S:26][C:25]([NH:27][C:28]2[CH:33]=[CH:32][CH:31]=[CH:30][N:29]=2)=[N:24][CH:23]=1.CCN=C=NCCCN(C)C.C1C=CC2N(O)N=NC=2C=1.C(N(C(C)C)CC)(C)C. (2) Given the product [C:20]([NH:1][C:2]1[CH:3]=[C:4]([CH:11]=[C:12]([S:14]([F:19])([F:15])([F:16])([F:17])[F:18])[CH:13]=1)[C:5]([N:7]([O:9][CH3:10])[CH3:8])=[O:6])(=[O:22])[CH3:21], predict the reactants needed to synthesize it. The reactants are: [NH2:1][C:2]1[CH:3]=[C:4]([CH:11]=[C:12]([S:14]([F:19])([F:18])([F:17])([F:16])[F:15])[CH:13]=1)[C:5]([N:7]([O:9][CH3:10])[CH3:8])=[O:6].[C:20](OC(=O)C)(=[O:22])[CH3:21].FC(F)(F)C(OC(=O)C(F)(F)F)=O. (3) Given the product [Cl:52][C:40]1[CH:39]=[CH:38][C:37]([C:5]2[C:6]([C@@H:8]([NH:18][C:19](=[O:36])[CH2:20][N:21]3[C:25]4[C:26]([F:30])([F:31])[C@@H:27]5[CH2:29][C@@H:28]5[C:24]=4[C:23]([C:32]([F:33])([F:34])[F:35])=[N:22]3)[CH2:9][C:10]3[CH:11]=[C:12]([F:17])[CH:13]=[C:14]([F:16])[CH:15]=3)=[N:7][C:2]([C:62]3[CH:61]=[N:60][N:59]([CH:56]4[CH2:57][CH2:58][O:53][CH2:54][CH2:55]4)[CH:63]=3)=[CH:3][CH:4]=2)=[C:45]2[C:41]=1[C:42]([NH:47][S:48]([CH3:51])(=[O:50])=[O:49])=[N:43][N:44]2[CH3:46], predict the reactants needed to synthesize it. The reactants are: Cl[C:2]1[N:7]=[C:6]([C@@H:8]([NH:18][C:19](=[O:36])[CH2:20][N:21]2[C:25]3[C:26]([F:31])([F:30])[C@@H:27]4[CH2:29][C@@H:28]4[C:24]=3[C:23]([C:32]([F:35])([F:34])[F:33])=[N:22]2)[CH2:9][C:10]2[CH:15]=[C:14]([F:16])[CH:13]=[C:12]([F:17])[CH:11]=2)[C:5]([C:37]2[CH:38]=[CH:39][C:40]([Cl:52])=[C:41]3[C:45]=2[N:44]([CH3:46])[N:43]=[C:42]3[NH:47][S:48]([CH3:51])(=[O:50])=[O:49])=[CH:4][CH:3]=1.[O:53]1[CH2:58][CH2:57][CH:56]([N:59]2[CH:63]=[C:62](B3OC(C)(C)C(C)(C)O3)[CH:61]=[N:60]2)[CH2:55][CH2:54]1.C([O-])([O-])=O.[K+].[K+]. (4) Given the product [CH2:32]([C:34]1[S:38][C:37]([NH:39][C:16]([NH:13][S:10]([C:8]2[S:9][C:5]([CH2:4][CH2:3][O:2][CH3:1])=[C:6]([CH3:14])[CH:7]=2)(=[O:12])=[O:11])=[O:17])=[N:36][C:35]=1[CH3:40])[CH3:33], predict the reactants needed to synthesize it. The reactants are: [CH3:1][O:2][CH2:3][CH2:4][C:5]1[S:9][C:8]([S:10]([NH2:13])(=[O:12])=[O:11])=[CH:7][C:6]=1[CH3:14].Cl[C:16](OC1C=CC=CC=1)=[O:17].C(N(CC)CC)C.[CH2:32]([C:34]1[S:38][C:37]([NH2:39])=[N:36][C:35]=1[CH3:40])[CH3:33]. (5) Given the product [CH3:19][C:18]1[CH:20]=[CH:21][C:15]([S:12]([O:6][CH2:5][CH2:4][CH2:3][C:2]([F:11])([F:1])[C:7]([F:8])([F:9])[F:10])(=[O:14])=[O:13])=[CH:16][CH:17]=1, predict the reactants needed to synthesize it. The reactants are: [F:1][C:2]([F:11])([C:7]([F:10])([F:9])[F:8])[CH2:3][CH2:4][CH2:5][OH:6].[S:12](Cl)([C:15]1[CH:21]=[CH:20][C:18]([CH3:19])=[CH:17][CH:16]=1)(=[O:14])=[O:13].